Task: Predict the product of the given reaction.. Dataset: Forward reaction prediction with 1.9M reactions from USPTO patents (1976-2016) (1) Given the reactants C1COCC1.[C:6]([OH:13])(=[O:12])/[CH:7]=[CH:8]/[C:9]([OH:11])=[O:10].[C:14]([O:18][CH2:19][OH:20])(=[O:17])[CH:15]=[CH2:16], predict the reaction product. The product is: [C:6]([OH:13])(=[O:12])/[CH:7]=[CH:8]/[C:9]([OH:11])=[O:10].[C:14]([O:18][CH2:19][OH:20])(=[O:17])[CH:15]=[CH2:16]. (2) Given the reactants [NH2:1][C:2]1[N:7]([C:8]2[C:13]([F:14])=[CH:12][C:11]([OH:15])=[CH:10][C:9]=2[F:16])[C:6](=[O:17])[CH:5]=[CH:4][C:3]=1[C:18](=[O:26])[C:19]1[CH:24]=[CH:23][C:22]([F:25])=[CH:21][CH:20]=1.Br[CH2:28][C:29]([O:31][C:32]([CH3:35])([CH3:34])[CH3:33])=[O:30].C(=O)([O-])[O-].[K+].[K+].C(OCC)(=O)C, predict the reaction product. The product is: [NH2:1][C:2]1[N:7]([C:8]2[C:13]([F:14])=[CH:12][C:11]([O:15][CH2:28][C:29]([O:31][C:32]([CH3:35])([CH3:34])[CH3:33])=[O:30])=[CH:10][C:9]=2[F:16])[C:6](=[O:17])[CH:5]=[CH:4][C:3]=1[C:18](=[O:26])[C:19]1[CH:20]=[CH:21][C:22]([F:25])=[CH:23][CH:24]=1. (3) Given the reactants [F:1][C:2]1[CH:3]=[C:4]([OH:24])[C:5]2[O:9][C:8]([C:10]([NH2:12])=[O:11])=[C:7]([NH:13][C:14](=[O:22])[C:15]3[CH:20]=[CH:19][C:18]([F:21])=[CH:17][CH:16]=3)[C:6]=2[CH:23]=1.C(=O)([O-])[O-].[K+].[K+].[CH2:31](I)[CH3:32], predict the reaction product. The product is: [CH2:31]([O:24][C:4]1[C:5]2[O:9][C:8]([C:10]([NH2:12])=[O:11])=[C:7]([NH:13][C:14](=[O:22])[C:15]3[CH:16]=[CH:17][C:18]([F:21])=[CH:19][CH:20]=3)[C:6]=2[CH:23]=[C:2]([F:1])[CH:3]=1)[CH3:32]. (4) Given the reactants [NH2:1][C:2]1[S:3][C:4]([C:17]2[CH:22]=[CH:21][CH:20]=[C:19]([F:23])[CH:18]=2)=[C:5]([C:7]([N:9]2[CH2:14][C@H:13]3[C@H:11]([CH2:12]3)[C@H:10]2[CH2:15][NH2:16])=[O:8])[N:6]=1.[CH3:24][C:25]1[N:26]2[CH:35]=[CH:34][N:33]=[C:27]2[S:28][C:29]=1[C:30](O)=[O:31], predict the reaction product. The product is: [NH2:1][C:2]1[S:3][C:4]([C:17]2[CH:22]=[CH:21][CH:20]=[C:19]([F:23])[CH:18]=2)=[C:5]([C:7]([N:9]2[CH2:14][C@H:13]3[C@H:11]([CH2:12]3)[C@H:10]2[CH2:15][NH:16][C:30]([C:29]2[S:28][C:27]3=[N:33][CH:34]=[CH:35][N:26]3[C:25]=2[CH3:24])=[O:31])=[O:8])[N:6]=1. (5) The product is: [CH:12]1([NH:15][C:16]([C:18]2[CH:19]=[C:20]([F:39])[C:21]([CH3:38])=[C:22]([C:24]3[N+:29]([O-:9])=[CH:28][C:27]([C:30]([NH:32][C@@H:33]([CH3:37])[CH:34]([CH3:35])[CH3:36])=[O:31])=[CH:26][CH:25]=3)[CH:23]=2)=[O:17])[CH2:14][CH2:13]1. Given the reactants C1C=C(Cl)C=C(C(OO)=[O:9])C=1.[CH:12]1([NH:15][C:16]([C:18]2[CH:19]=[C:20]([F:39])[C:21]([CH3:38])=[C:22]([C:24]3[N:29]=[CH:28][C:27]([C:30]([NH:32][C@@H:33]([CH3:37])[CH:34]([CH3:36])[CH3:35])=[O:31])=[CH:26][CH:25]=3)[CH:23]=2)=[O:17])[CH2:14][CH2:13]1, predict the reaction product. (6) Given the reactants Br[C:2]1[CH:3]=[CH:4][C:5]([NH2:8])=[N:6][CH:7]=1.[CH3:9][Si:10]([CH3:14])([CH3:13])[C:11]#[CH:12].C1(P(C2C=CC=CC=2)C2C=CC=CC=2)C=CC=CC=1.C(N(CC)CC)C, predict the reaction product. The product is: [CH3:9][Si:10]([C:11]#[C:12][C:2]1[CH:3]=[CH:4][C:5]([NH2:8])=[N:6][CH:7]=1)([CH3:14])[CH3:13]. (7) Given the reactants [CH3:1][N:2]1[C:10](=[O:11])[C:9]2[C:4](=[CH:5][CH:6]=[C:7]([C:12]([O:14]C)=[O:13])[CH:8]=2)[N:3]1C(OCC)=O.[OH-].[K+], predict the reaction product. The product is: [CH3:1][N:2]1[C:10](=[O:11])[C:9]2[C:4](=[CH:5][CH:6]=[C:7]([C:12]([OH:14])=[O:13])[CH:8]=2)[NH:3]1.